Dataset: Catalyst prediction with 721,799 reactions and 888 catalyst types from USPTO. Task: Predict which catalyst facilitates the given reaction. (1) Reactant: Br[CH2:2][C:3]#[N:4].C(N(C(C)C)C(C)C)C.[CH2:14]([S:21][C:22](=[O:35])[CH2:23][C@H:24]([NH:28][C:29](=[O:34])[CH2:30][CH2:31][CH:32]=[CH2:33])[C:25]([OH:27])=[O:26])[C:15]1[CH:20]=[CH:19][CH:18]=[CH:17][CH:16]=1.[Cl-].[NH4+]. Product: [CH2:14]([S:21][C:22](=[O:35])[CH2:23][C@H:24]([NH:28][C:29](=[O:34])[CH2:30][CH2:31][CH:32]=[CH2:33])[C:25]([O:27][CH2:2][C:3]#[N:4])=[O:26])[C:15]1[CH:16]=[CH:17][CH:18]=[CH:19][CH:20]=1. The catalyst class is: 16. (2) Product: [F:25][C:12]1[C:11]([C:20]([O:22][CH3:23])=[O:21])=[N:10][N:9]([CH2:8][CH2:7][CH2:6][NH:5][C:3]([O:2][CH3:1])=[O:4])[C:13]=1[C:14]1[CH:19]=[CH:18][CH:17]=[CH:16][N:15]=1. The catalyst class is: 115. Reactant: [CH3:1][O:2][C:3]([NH:5][CH2:6][CH2:7][CH2:8][N:9]1[C:13]([C:14]2[CH:19]=[CH:18][CH:17]=[CH:16][N:15]=2)=[CH:12][C:11]([C:20]([O:22][CH3:23])=[O:21])=[N:10]1)=[O:4].[B-](F)(F)(F)[F:25].[B-](F)(F)(F)F.C1[N+]2(CCl)CC[N+](F)(CC2)C1. (3) Reactant: [CH3:1][O:2][C:3]1[CH:12]=[C:11]([O:13][CH3:14])[CH:10]=[C:9]2[C:4]=1[C:5](=[O:34])[NH:6][C:7]([C:15]1[CH:20]=[CH:19][C:18]([CH:21]3[CH2:26][CH2:25][N:24](C(OC(C)(C)C)=O)[CH2:23][CH2:22]3)=[CH:17][CH:16]=1)=[N:8]2.Cl. Product: [CH3:1][O:2][C:3]1[CH:12]=[C:11]([O:13][CH3:14])[CH:10]=[C:9]2[C:4]=1[C:5](=[O:34])[NH:6][C:7]([C:15]1[CH:16]=[CH:17][C:18]([CH:21]3[CH2:26][CH2:25][NH:24][CH2:23][CH2:22]3)=[CH:19][CH:20]=1)=[N:8]2. The catalyst class is: 12. (4) Reactant: C([O:8][CH2:9][CH2:10][N:11]1[C:15]([CH3:16])=[C:14]([CH2:17][C:18]2[CH:23]=[CH:22][C:21]([CH2:24][CH3:25])=[CH:20][CH:19]=2)[C:13]([O:26][C@@H:27]2[O:35][C@H:34]([CH2:36][OH:37])[C@@H:32]([OH:33])[C@H:30]([OH:31])[C@H:28]2[OH:29])=[N:12]1)C1C=CC=CC=1. Product: [CH2:24]([C:21]1[CH:20]=[CH:19][C:18]([CH2:17][C:14]2[C:13]([O:26][C@@H:27]3[O:35][C@H:34]([CH2:36][OH:37])[C@@H:32]([OH:33])[C@H:30]([OH:31])[C@H:28]3[OH:29])=[N:12][N:11]([CH2:10][CH2:9][OH:8])[C:15]=2[CH3:16])=[CH:23][CH:22]=1)[CH3:25]. The catalyst class is: 178.